From a dataset of Peptide-MHC class I binding affinity with 185,985 pairs from IEDB/IMGT. Regression. Given a peptide amino acid sequence and an MHC pseudo amino acid sequence, predict their binding affinity value. This is MHC class I binding data. The peptide sequence is YGVYIVVGV. The MHC is Mamu-B3901 with pseudo-sequence Mamu-B3901. The binding affinity (normalized) is 0.363.